From a dataset of Forward reaction prediction with 1.9M reactions from USPTO patents (1976-2016). Predict the product of the given reaction. (1) Given the reactants [C:1]([O:5][C:6]([NH:8][C:9]1[CH:17]=[CH:16][CH:15]=[C:14]2[C:10]=1[CH:11]=[CH:12][N:13]2[C:18]([C:29]1[CH:34]=[CH:33][C:32]([Cl:35])=[CH:31][CH:30]=1)([C:27]#[CH:28])[CH2:19][C:20]([O:22][C:23]([CH3:26])([CH3:25])[CH3:24])=[O:21])=[O:7])([CH3:4])([CH3:3])[CH3:2], predict the reaction product. The product is: [C:1]([O:5][C:6]([NH:8][C:9]1[CH:17]=[CH:16][CH:15]=[C:14]2[C:10]=1[CH:11]=[CH:12][N:13]2[C:18]([C:29]1[CH:30]=[CH:31][C:32]([Cl:35])=[CH:33][CH:34]=1)([CH2:27][CH3:28])[CH2:19][C:20]([O:22][C:23]([CH3:26])([CH3:25])[CH3:24])=[O:21])=[O:7])([CH3:2])([CH3:3])[CH3:4]. (2) Given the reactants [C:1]([C:3]1[CH:8]=[CH:7][C:6]([C:9]2[CH:14]=[CH:13][C:12]([OH:15])=[CH:11][CH:10]=2)=[CH:5][CH:4]=1)#[N:2].C(N(CC)CC)C.[S:23](O[S:23]([C:26]([F:29])([F:28])[F:27])(=[O:25])=[O:24])([C:26]([F:29])([F:28])[F:27])(=[O:25])=[O:24], predict the reaction product. The product is: [C:1]([C:3]1[CH:4]=[CH:5][C:6]([C:9]2[CH:14]=[CH:13][C:12]([O:15][S:23]([C:26]([F:29])([F:28])[F:27])(=[O:25])=[O:24])=[CH:11][CH:10]=2)=[CH:7][CH:8]=1)#[N:2]. (3) Given the reactants Cl[CH:2]([F:4])[F:3].[CH2:5]([O:7][C:8]([C:10]1[CH:14]=[C:13]([C:15]2[CH:20]=[CH:19][C:18]([O:21][C:22]([F:25])([F:24])[F:23])=[CH:17][CH:16]=2)[NH:12][N:11]=1)=[O:9])[CH3:6].C(=O)([O-])[O-].[K+].[K+], predict the reaction product. The product is: [CH2:5]([O:7][C:8]([C:10]1[N:11]([CH:2]([F:4])[F:3])[N:12]=[C:13]([C:15]2[CH:20]=[CH:19][C:18]([O:21][C:22]([F:25])([F:24])[F:23])=[CH:17][CH:16]=2)[CH:14]=1)=[O:9])[CH3:6].[CH2:5]([O:7][C:8]([C:10]1[CH:14]=[C:13]([C:15]2[CH:20]=[CH:19][C:18]([O:21][C:22]([F:25])([F:24])[F:23])=[CH:17][CH:16]=2)[N:12]([CH:2]([F:4])[F:3])[N:11]=1)=[O:9])[CH3:6].